Dataset: Full USPTO retrosynthesis dataset with 1.9M reactions from patents (1976-2016). Task: Predict the reactants needed to synthesize the given product. (1) Given the product [CH3:25][C:23]1[CH:24]=[C:19]([C:8]2([C:4]3[CH:5]=[CH:6][CH:7]=[C:2]([C:31]4[CH:32]=[N:27][CH:28]=[N:29][CH:30]=4)[CH:3]=3)[C:16]3[C:11](=[C:12]([F:17])[CH:13]=[CH:14][CH:15]=3)[C:10]([NH2:18])=[N:9]2)[CH:20]=[C:21]([CH3:26])[N:22]=1, predict the reactants needed to synthesize it. The reactants are: Br[C:2]1[CH:3]=[C:4]([C:8]2([C:19]3[CH:24]=[C:23]([CH3:25])[N:22]=[C:21]([CH3:26])[CH:20]=3)[C:16]3[C:11](=[C:12]([F:17])[CH:13]=[CH:14][CH:15]=3)[C:10]([NH2:18])=[N:9]2)[CH:5]=[CH:6][CH:7]=1.[N:27]1[CH:32]=[C:31](B(O)O)[CH:30]=[N:29][CH:28]=1.C([O-])([O-])=O.[K+].[K+]. (2) Given the product [Br:1][C:2]1[C:6]([C:7]([O:9][CH2:10][CH3:11])=[O:8])=[N:5][N:4]([CH:13]([F:18])[F:17])[CH:3]=1, predict the reactants needed to synthesize it. The reactants are: [Br:1][C:2]1[CH:3]=[N:4][NH:5][C:6]=1[C:7]([O:9][CH2:10][CH3:11])=[O:8].Cl[C:13]([F:18])([F:17])C([O-])=O.[Na+].C1OCCOCCOCCOCCOCCOC1.C([O-])([O-])=O.[K+].[K+]. (3) Given the product [CH2:1]([C:3]1[NH:4][C:5]([C:8]2[C:9]([F:18])=[CH:10][C:11]([CH3:17])=[C:12]([CH:16]=2)[C:13]([N:32]2[CH2:37][CH2:36][CH:35]([C:38]3[CH:45]=[CH:44][C:41]([C:42]#[N:43])=[CH:40][CH:39]=3)[CH2:34][CH2:33]2)=[O:15])=[N:6][N:7]=1)[CH3:2], predict the reactants needed to synthesize it. The reactants are: [CH2:1]([C:3]1[NH:4][C:5]([C:8]2[C:9]([F:18])=[CH:10][C:11]([CH3:17])=[C:12]([CH:16]=2)[C:13]([OH:15])=O)=[N:6][N:7]=1)[CH3:2].CCN=C=NCCCN(C)C.Cl.Cl.[NH:32]1[CH2:37][CH2:36][CH:35]([C:38]2[CH:45]=[CH:44][C:41]([C:42]#[N:43])=[CH:40][CH:39]=2)[CH2:34][CH2:33]1. (4) Given the product [CH3:36][O:35][C:33]1[CH:32]=[C:30]([NH:31][C:2]2[C:11]3=[N:12][NH:13][CH:14]=[C:10]3[C:9]3[CH:8]=[C:7]([O:24][CH3:25])[CH:6]=[CH:5][C:4]=3[N:3]=2)[CH:29]=[C:28]([O:27][CH3:26])[CH:34]=1, predict the reactants needed to synthesize it. The reactants are: Cl[C:2]1[C:11]2=[N:12][N:13](CC3C=CC(OC)=CC=3)[CH:14]=[C:10]2[C:9]2[CH:8]=[C:7]([O:24][CH3:25])[CH:6]=[CH:5][C:4]=2[N:3]=1.[CH3:26][O:27][C:28]1[CH:29]=[C:30]([CH:32]=[C:33]([O:35][CH3:36])[CH:34]=1)[NH2:31].Cl. (5) Given the product [CH3:1][O:2][C:3]([C:4]1[NH:39][C:7]2[C:6]([CH:5]=1)=[CH:11][C:10]([O:12][CH2:13][C:14]1[CH:19]=[CH:18][CH:17]=[CH:16][CH:15]=1)=[C:9]([CH3:20])[CH:8]=2)=[O:33], predict the reactants needed to synthesize it. The reactants are: [CH3:1][O:2][C:3](=[O:33])/[C:4](/OCC1C=CC=CC=1)=[C:5](/N=C=O)\[C:6]1[CH:11]=[C:10]([O:12][CH2:13][C:14]2[CH:19]=[CH:18][CH:17]=[CH:16][CH:15]=2)[C:9]([CH3:20])=[CH:8][C:7]=1Br.C([O-])(=O)C.[Cs+].[NH3:39]. (6) Given the product [C:21](=[O:22])([O:5][C:2]1([CH3:1])[CH2:4][CH2:3]1)[O:20][N:17]1[C:18](=[O:19])[CH2:13][CH2:14][C:15]1=[O:16], predict the reactants needed to synthesize it. The reactants are: [CH3:1][C:2]1([OH:5])[CH2:4][CH2:3]1.C(N(CC)CC)C.[CH2:13]1[C:18](=[O:19])[N:17]([O:20][C:21](ON2C(=O)CCC2=O)=[O:22])[C:15](=[O:16])[CH2:14]1. (7) Given the product [F:8][C:5]1[CH:6]=[CH:7][C:2]([C:11]2[CH:12]=[C:13]([N+:16]([O-:18])=[O:17])[CH:14]=[CH:15][C:10]=2[F:9])=[N:3][CH:4]=1, predict the reactants needed to synthesize it. The reactants are: Br[C:2]1[CH:7]=[CH:6][C:5]([F:8])=[CH:4][N:3]=1.[F:9][C:10]1[CH:15]=[CH:14][C:13]([N+:16]([O-:18])=[O:17])=[CH:12][C:11]=1B1OC(C)(C)C(C)(C)O1.P([O-])([O-])([O-])=O.[K+].[K+].[K+].O. (8) Given the product [CH3:6][C:4]([C:7]1[CH:12]=[CH:11][CH:10]=[CH:9][CH:8]=1)([CH3:5])[C:3]([OH:13])=[O:2], predict the reactants needed to synthesize it. The reactants are: C[O:2][C:3](=[O:13])[C:4]([C:7]1[CH:12]=[CH:11][CH:10]=[CH:9][CH:8]=1)([CH3:6])[CH3:5].[OH-].[K+]. (9) Given the product [C:46]([O:45][C:43]([N:40]1[CH2:41][CH2:42][CH:37]([N:8]2[C:4]3[N:5]=[CH:6][N:7]=[C:2]([NH2:1])[C:3]=3[C:10]([C:11]3[CH:12]=[CH:13][C:14]([O:17][C:18]4[CH:23]=[CH:22][CH:21]=[CH:20][CH:19]=4)=[CH:15][CH:16]=3)=[CH:9]2)[CH2:38][CH2:39]1)=[O:44])([CH3:49])([CH3:47])[CH3:48], predict the reactants needed to synthesize it. The reactants are: [NH2:1][C:2]1[C:3]2[C:10]([C:11]3[CH:16]=[CH:15][C:14]([O:17][C:18]4[CH:23]=[CH:22][CH:21]=[CH:20][CH:19]=4)=[CH:13][CH:12]=3)=[CH:9][NH:8][C:4]=2[N:5]=[CH:6][N:7]=1.[H-].[Na+].CC1C=CC(S(O[CH:37]2[CH2:42][CH2:41][N:40]([C:43]([O:45][C:46]([CH3:49])([CH3:48])[CH3:47])=[O:44])[CH2:39][CH2:38]2)(=O)=O)=CC=1.